This data is from Catalyst prediction with 721,799 reactions and 888 catalyst types from USPTO. The task is: Predict which catalyst facilitates the given reaction. Reactant: [Cl:1][C:2]1[CH:3]=[C:4]([C:8]2[N:13]=[C:12]3[CH2:14][CH2:15][CH2:16][C:11]3=[C:10]([NH:17][C:18]3[CH:23]=[CH:22][C:21]([CH2:24][C:25]([O:27]CC)=O)=[C:20]([F:30])[CH:19]=3)[CH:9]=2)[CH:5]=[CH:6][CH:7]=1.[NH3:31].[Al]. Product: [ClH:1].[Cl:1][C:2]1[CH:3]=[C:4]([C:8]2[N:13]=[C:12]3[CH2:14][CH2:15][CH2:16][C:11]3=[C:10]([NH:17][C:18]3[CH:23]=[CH:22][C:21]([CH2:24][C:25]([NH2:31])=[O:27])=[C:20]([F:30])[CH:19]=3)[CH:9]=2)[CH:5]=[CH:6][CH:7]=1. The catalyst class is: 5.